From a dataset of Forward reaction prediction with 1.9M reactions from USPTO patents (1976-2016). Predict the product of the given reaction. (1) Given the reactants [Li+].CCC[CH2-].[N:6]1[CH:11]=[CH:10][CH:9]=[C:8]([NH:12][C:13](=[O:19])[O:14][C:15]([CH3:18])([CH3:17])[CH3:16])[CH:7]=1.CN(C)CCN(C)C.[I:28]I, predict the reaction product. The product is: [I:28][C:9]1[CH:10]=[CH:11][N:6]=[CH:7][C:8]=1[NH:12][C:13](=[O:19])[O:14][C:15]([CH3:16])([CH3:18])[CH3:17]. (2) Given the reactants Cl[C:2]1[N:3]=[C:4]([N:18]2[CH2:23][CH2:22][O:21][CH2:20][CH2:19]2)[C:5]2[S:10][C:9]([CH2:11][N:12]([CH3:17])[S:13]([CH3:16])(=[O:15])=[O:14])=[CH:8][C:6]=2[N:7]=1.C(OC(=O)[NH:30][C:31]1[S:32][C:33]([Sn](CCCC)(CCCC)CCCC)=[CH:34][N:35]=1)(C)(C)C, predict the reaction product. The product is: [CH3:16][S:13]([N:12]([CH2:11][C:9]1[S:10][C:5]2[C:4]([N:18]3[CH2:23][CH2:22][O:21][CH2:20][CH2:19]3)=[N:3][C:2]([C:33]3[S:32][C:31]([NH2:30])=[N:35][CH:34]=3)=[N:7][C:6]=2[CH:8]=1)[CH3:17])(=[O:15])=[O:14]. (3) Given the reactants [CH:1]1[CH:2]=[CH:3][C:4]2[NH:11][C:9](=[O:10])[CH:8]=[C:7]([CH2:12][CH:13]([NH:17][C:18]([C:20]3[CH:21]=[CH:22][C:23]([Cl:26])=[CH:24][CH:25]=3)=[O:19])[C:14]([OH:16])=[O:15])[C:5]=2[CH:6]=1.[Br-].Br[CH2:29][C:30](=[O:40])[O:31][CH2:32][CH2:33][NH+:34]1[CH2:39][CH2:38][O:37][CH2:36][CH2:35]1, predict the reaction product. The product is: [Cl:26][C:23]1[CH:24]=[CH:25][C:20]([C:18]([NH:17][CH:13]([CH2:12][C:7]2[C:5]3[C:4](=[CH:3][CH:2]=[CH:1][CH:6]=3)[NH:11][C:9](=[O:10])[CH:8]=2)[C:14]([O:16][CH2:29][C:30]([O:31][CH2:32][CH2:33][N:34]2[CH2:35][CH2:36][O:37][CH2:38][CH2:39]2)=[O:40])=[O:15])=[O:19])=[CH:21][CH:22]=1. (4) Given the reactants [NH:1]1[C:9]2[C:4](=[CH:5][CH:6]=[CH:7][CH:8]=2)[C:3]([C:10]([O:12][CH2:13][CH3:14])=[O:11])=[N:2]1.Br[CH2:16][CH2:17][O:18][CH3:19], predict the reaction product. The product is: [CH3:19][O:18][CH2:17][CH2:16][N:1]1[C:9]2[C:4](=[CH:5][CH:6]=[CH:7][CH:8]=2)[C:3]([C:10]([O:12][CH2:13][CH3:14])=[O:11])=[N:2]1. (5) Given the reactants [O:1]1[C:7]2[CH:8]=[C:9]([CH:12]=O)[CH:10]=[CH:11][C:6]=2[CH2:5][CH2:4][CH2:3][CH2:2]1.[CH2:14]([NH2:18])[CH:15]([CH3:17])[CH3:16].C(O)(=O)C.C(O[BH-](OC(=O)C)OC(=O)C)(=O)C.[Na+], predict the reaction product. The product is: [CH3:16][CH:15]([CH3:17])[CH2:14][NH:18][CH2:12][C:9]1[CH:10]=[CH:11][C:6]2[CH2:5][CH2:4][CH2:3][CH2:2][O:1][C:7]=2[CH:8]=1. (6) Given the reactants Cl[C:2]1[CH:3]=[CH:4][N:5]2[C:10]([C:11]=1[CH3:12])=[C:9]([CH:13]1[CH2:15][CH2:14]1)[CH:8]=[C:7]([C:16]([O:18]C)=[O:17])[C:6]2=[O:20].[NH:21]1[CH2:26][CH2:25][CH2:24][CH2:23][CH2:22]1.C([O-])(O)=O.[Na+].C(#[N:34])C, predict the reaction product. The product is: [NH2:34][C@H:23]1[CH2:24][CH2:25][CH2:26][N:21]([C:2]2[CH:3]=[CH:4][N:5]3[C:10]([C:11]=2[CH3:12])=[C:9]([CH:13]2[CH2:14][CH2:15]2)[CH:8]=[C:7]([C:16]([OH:18])=[O:17])[C:6]3=[O:20])[CH2:22]1.